From a dataset of Forward reaction prediction with 1.9M reactions from USPTO patents (1976-2016). Predict the product of the given reaction. (1) Given the reactants [F:1][C:2]([F:39])([F:38])[C@@H:3]([NH:20][C@H:21]([C:26]([NH:28][C@H:29]([C:34]([O:36]C)=[O:35])[CH2:30][CH2:31][S:32][CH3:33])=[O:27])[CH2:22][CH:23]([CH3:25])[CH3:24])[C:4]1[CH:9]=[CH:8][C:7]([C:10]2[CH:15]=[CH:14][C:13]([S:16]([CH3:19])(=[O:18])=[O:17])=[CH:12][CH:11]=2)=[CH:6][CH:5]=1.[Li+].[OH-], predict the reaction product. The product is: [F:39][C:2]([F:1])([F:38])[C@@H:3]([NH:20][C@H:21]([C:26]([NH:28][C@H:29]([C:34]([OH:36])=[O:35])[CH2:30][CH2:31][S:32][CH3:33])=[O:27])[CH2:22][CH:23]([CH3:25])[CH3:24])[C:4]1[CH:5]=[CH:6][C:7]([C:10]2[CH:11]=[CH:12][C:13]([S:16]([CH3:19])(=[O:17])=[O:18])=[CH:14][CH:15]=2)=[CH:8][CH:9]=1. (2) Given the reactants [ClH:1].[NH2:2][C@@H:3]1[CH2:5][C@H:4]1[C:6]1[S:10][CH:9]=[C:8]([C:11]([NH:13][CH:14]2[CH2:19][CH2:18][O:17][CH2:16][CH2:15]2)=[O:12])[CH:7]=1.C(=O)([O-])O.[Na+].[CH:25]1([CH:28]=O)[CH2:27][CH2:26]1.[BH4-].[Na+], predict the reaction product. The product is: [ClH:1].[CH:25]1([CH2:28][NH:2][C@@H:3]2[CH2:5][C@H:4]2[C:6]2[S:10][CH:9]=[C:8]([C:11]([NH:13][CH:14]3[CH2:15][CH2:16][O:17][CH2:18][CH2:19]3)=[O:12])[CH:7]=2)[CH2:27][CH2:26]1. (3) Given the reactants [CH3:1][C:2]1[O:6][N:5]=[C:4]([C:7]2[CH:12]=[CH:11][CH:10]=[CH:9][CH:8]=2)[C:3]=1[CH2:13][O:14][C:15]1[N:20]=[N:19][C:18]([C:21]([OH:23])=O)=[CH:17][CH:16]=1.F[B-](F)(F)F.N1(OC(N(C)C)=[N+](C)C)C2C=CC=CC=2N=N1.C(N(CC)C(C)C)(C)C.[NH:55]1[CH2:60][CH2:59][S:58](=[O:62])(=[O:61])[CH2:57][CH2:56]1, predict the reaction product. The product is: [O:61]=[S:58]1(=[O:62])[CH2:59][CH2:60][N:55]([C:21]([C:18]2[N:19]=[N:20][C:15]([O:14][CH2:13][C:3]3[C:4]([C:7]4[CH:8]=[CH:9][CH:10]=[CH:11][CH:12]=4)=[N:5][O:6][C:2]=3[CH3:1])=[CH:16][CH:17]=2)=[O:23])[CH2:56][CH2:57]1.